From a dataset of Catalyst prediction with 721,799 reactions and 888 catalyst types from USPTO. Predict which catalyst facilitates the given reaction. (1) Reactant: [CH3:1][O:2][CH:3]1[O:8][CH2:7][CH:6]([OH:9])[CH2:5][CH2:4]1.[H-].[Na+].Br[CH2:13][C:14]1[CH:19]=[CH:18][CH:17]=[CH:16][CH:15]=1. Product: [CH2:13]([O:9][CH:6]1[CH2:7][O:8][CH:3]([O:2][CH3:1])[CH2:4][CH2:5]1)[C:14]1[CH:19]=[CH:18][CH:17]=[CH:16][CH:15]=1. The catalyst class is: 215. (2) Reactant: CC1C=CC(S(O[CH2:12][CH2:13][O:14][CH2:15][CH2:16][NH:17][C:18]([O:20][C:21]([CH3:24])([CH3:23])[CH3:22])=[O:19])(=O)=O)=CC=1.[CH2:25]([NH:27][CH2:28][CH3:29])[CH3:26].[OH-].[Na+]. Product: [C:21]([O:20][C:18](=[O:19])[NH:17][CH2:16][CH2:15][O:14][CH2:13][CH2:12][N:27]([CH2:28][CH3:29])[CH2:25][CH3:26])([CH3:22])([CH3:23])[CH3:24]. The catalyst class is: 1. (3) Reactant: C[O:2][C:3]([CH:5]1[CH2:10][CH2:9][N:8]([C:11](=[O:35])[C:12]2[CH:17]=[CH:16][CH:15]=[CH:14][C:13]=2[C:18]2[C:19]3[C:24]([O:25][C:26]4[C:31]=2[CH:30]=[CH:29][C:28](=[O:32])[CH:27]=4)=[CH:23][C:22]([O:33][CH3:34])=[CH:21][CH:20]=3)[CH2:7][CH2:6]1)=[O:4].[OH-].[Na+].Cl.C(OCC)(=O)C.CO.C(O)(=O)C. Product: [CH3:34][O:33][C:22]1[CH:23]=[C:24]2[C:19](=[CH:20][CH:21]=1)[C:18]([C:13]1[CH:14]=[CH:15][CH:16]=[CH:17][C:12]=1[C:11]([N:8]1[CH2:9][CH2:10][CH:5]([C:3]([OH:4])=[O:2])[CH2:6][CH2:7]1)=[O:35])=[C:31]1[C:26](=[CH:27][C:28](=[O:32])[CH:29]=[CH:30]1)[O:25]2. The catalyst class is: 24. (4) Reactant: C(OC(=O)[NH:7][C:8]1[C:17]([Cl:18])=[CH:16][CH:15]=[C:14]2[C:9]=1[CH:10]=[CH:11][C:12]([N:19]1[CH2:24][CH2:23][O:22][CH2:21][CH2:20]1)=[N:13]2)(C)(C)C.FC(F)(F)C(O)=O. Product: [Cl:18][C:17]1[C:8]([NH2:7])=[C:9]2[C:14](=[CH:15][CH:16]=1)[N:13]=[C:12]([N:19]1[CH2:20][CH2:21][O:22][CH2:23][CH2:24]1)[CH:11]=[CH:10]2. The catalyst class is: 4.